From a dataset of Forward reaction prediction with 1.9M reactions from USPTO patents (1976-2016). Predict the product of the given reaction. The product is: [CH:5]1([PH:11](=[O:19])[CH:5]2[CH2:10][CH2:9][CH2:8][CH2:7][CH2:6]2)[CH2:10][CH2:9][CH2:8][CH2:7][CH2:6]1. Given the reactants [Mg].II.Cl[CH:5]1[CH2:10][CH2:9][CH2:8][CH2:7][CH2:6]1.[P:11]([O-:19])(OCC)(OCC)=O, predict the reaction product.